From a dataset of Catalyst prediction with 721,799 reactions and 888 catalyst types from USPTO. Predict which catalyst facilitates the given reaction. (1) Reactant: C(O)(=O)C.[CH:5]([NH2:7])=[NH:6].Br[CH:9]([CH3:15])[C:10]([CH:12]1[CH2:14][CH2:13]1)=O.C(N(CC)CC)C. Product: [CH:12]1([C:10]2[N:6]=[CH:5][NH:7][C:9]=2[CH3:15])[CH2:14][CH2:13]1. The catalyst class is: 8. (2) Reactant: [NH2:1][C:2]1[C:3]([C:7]2[N:8]([CH2:28][CH3:29])[C:9]3[CH:14]=[C:13]([O:15][CH2:16][CH2:17][NH:18][C:19](=[O:25])[O:20][C:21]([CH3:24])([CH3:23])[CH3:22])[N:12]=[C:11](Cl)[C:10]=3[N:27]=2)=[N:4][O:5][N:6]=1.[O:30]1[CH:34]=[CH:33][C:32](B(O)O)=[CH:31]1.C([O-])([O-])=O.[K+].[K+]. Product: [NH2:1][C:2]1[C:3]([C:7]2[N:8]([CH2:28][CH3:29])[C:9]3[CH:14]=[C:13]([O:15][CH2:16][CH2:17][NH:18][C:19](=[O:25])[O:20][C:21]([CH3:24])([CH3:23])[CH3:22])[N:12]=[C:11]([C:32]4[CH:33]=[CH:34][O:30][CH:31]=4)[C:10]=3[N:27]=2)=[N:4][O:5][N:6]=1. The catalyst class is: 70. (3) Reactant: [CH3:1][C:2]1[O:6][C:5](=[O:7])[O:4][C:3]=1[CH2:8][O:9][C:10](=[O:45])[NH:11][C:12]1[C:21]2=[CH:22][N:23]([CH:25]3[O:33][CH:32]4[CH:27]([O:28][Si](C(C)(C)C)(C(C)(C)C)[O:30][CH2:31]4)[C:26]3([OH:43])[CH3:42])[N:24]=[C:19]3[C:20]2=[C:14]([C:15](=[O:44])[NH:16][N:17]=[CH:18]3)[CH:13]=1.CCN(CC)CC. Product: [CH3:1][C:2]1[O:6][C:5](=[O:7])[O:4][C:3]=1[CH2:8][O:9][C:10](=[O:45])[NH:11][C:12]1[C:21]2=[CH:22][N:23]([CH:25]3[C:26]([OH:43])([CH3:42])[CH:27]([OH:28])[CH:32]([CH2:31][OH:30])[O:33]3)[N:24]=[C:19]3[C:20]2=[C:14]([C:15](=[O:44])[NH:16][N:17]=[CH:18]3)[CH:13]=1. The catalyst class is: 1. (4) Reactant: [CH3:1][O:2][C:3]1[CH:16]=[CH:15][CH:14]=[CH:13][C:4]=1[CH:5]=[C:6]1[C:10](=[O:11])O[C:8]([CH3:12])=[N:7]1.[CH2:17]([NH2:24])[C:18]1[CH:23]=[CH:22][CH:21]=[CH:20][CH:19]=1.C([O-])(=O)C.[Na+].C(=O)([O-])[O-].[K+].[K+]. Product: [CH2:17]([N:24]1[C:10](=[O:11])[C:6](=[CH:5][C:4]2[CH:13]=[CH:14][CH:15]=[CH:16][C:3]=2[O:2][CH3:1])[N:7]=[C:8]1[CH3:12])[C:18]1[CH:23]=[CH:22][CH:21]=[CH:20][CH:19]=1. The catalyst class is: 15. (5) Reactant: [CH2:1]([O:3][C:4](=[O:21])[CH:5]([O:18][CH2:19][CH3:20])[CH2:6][C:7]1[C:16]2[C:11](=[CH:12][CH:13]=[CH:14][CH:15]=2)[C:10]([OH:17])=[CH:9][CH:8]=1)[CH3:2].Cl[CH2:23][C:24]1[N:25]=[C:26]([C:30]2[CH:35]=[CH:34][CH:33]=[CH:32][CH:31]=2)[O:27][C:28]=1[CH3:29].[H-].[Na+]. Product: [CH2:1]([O:3][C:4](=[O:21])[CH:5]([O:18][CH2:19][CH3:20])[CH2:6][C:7]1[C:16]2[C:11](=[CH:12][CH:13]=[CH:14][CH:15]=2)[C:10]([O:17][CH2:23][C:24]2[N:25]=[C:26]([C:30]3[CH:35]=[CH:34][CH:33]=[CH:32][CH:31]=3)[O:27][C:28]=2[CH3:29])=[CH:9][CH:8]=1)[CH3:2]. The catalyst class is: 9. (6) Reactant: Br[C:2]1[CH:7]=[CH:6][N:5]=[C:4]([CH3:8])[CH:3]=1.[CH3:9][O:10][C:11]1[N:16]=[C:15]([C:17]([O:19][CH3:20])=[O:18])[CH:14]=[CH:13][C:12]=1B1OC(C)(C)C(C)(C)O1.P([O-])([O-])([O-])=O.[K+].[K+].[K+]. Product: [CH3:9][O:10][C:11]1[C:12]([C:2]2[CH:7]=[CH:6][N:5]=[C:4]([CH3:8])[CH:3]=2)=[CH:13][CH:14]=[C:15]([C:17]([O:19][CH3:20])=[O:18])[N:16]=1. The catalyst class is: 73.